From a dataset of Catalyst prediction with 721,799 reactions and 888 catalyst types from USPTO. Predict which catalyst facilitates the given reaction. (1) Reactant: C[O:2][C:3](=[O:21])[C:4]1[CH:9]=[C:8]([CH2:10][C:11]2[CH:16]=[CH:15][CH:14]=[C:13]([Cl:17])[C:12]=2[F:18])[N:7]=[C:6]([Cl:19])[C:5]=1[Cl:20].[Li+].[OH-]. Product: [Cl:19][C:6]1[C:5]([Cl:20])=[C:4]([CH:9]=[C:8]([CH2:10][C:11]2[CH:16]=[CH:15][CH:14]=[C:13]([Cl:17])[C:12]=2[F:18])[N:7]=1)[C:3]([OH:21])=[O:2]. The catalyst class is: 1. (2) Reactant: [N+:1]([C:4]1[CH:5]=[C:6]([CH:10]=[CH:11][C:12]=1[N+:13]([O-:15])=[O:14])[C:7]([OH:9])=O)([O-:3])=[O:2].P(Cl)(Cl)(Cl)(Cl)Cl.CCCCCC.[O:28]1[CH2:32][CH2:31][CH2:30][CH:29]1[CH2:33][N:34]1[CH2:39][CH2:38][NH:37][CH2:36][CH2:35]1. Product: [N+:1]([C:4]1[CH:5]=[C:6]([C:7]([N:37]2[CH2:36][CH2:35][N:34]([CH2:33][CH:29]3[CH2:30][CH2:31][CH2:32][O:28]3)[CH2:39][CH2:38]2)=[O:9])[CH:10]=[CH:11][C:12]=1[N+:13]([O-:15])=[O:14])([O-:3])=[O:2]. The catalyst class is: 15. (3) Reactant: [Br:1][C:2]1[CH:3]=[C:4]2[C:10]([CH:11]=[O:12])=[CH:9][N:8]([S:13]([C:16]3[CH:22]=[CH:21][C:19]([CH3:20])=[CH:18][CH:17]=3)(=[O:15])=[O:14])[C:5]2=[N:6][CH:7]=1.[BH4-].[Na+]. Product: [Br:1][C:2]1[CH:3]=[C:4]2[C:10]([CH2:11][OH:12])=[CH:9][N:8]([S:13]([C:16]3[CH:22]=[CH:21][C:19]([CH3:20])=[CH:18][CH:17]=3)(=[O:14])=[O:15])[C:5]2=[N:6][CH:7]=1. The catalyst class is: 5. (4) Reactant: [CH2:1]([O:3][C:4]([C:6]1[C:7]([CH3:14])=[N:8][C:9](Cl)=[N:10][C:11]=1[CH3:12])=[O:5])[CH3:2].Cl.[NH2:16][CH2:17][CH2:18][C:19]1[CH:24]=[CH:23][C:22]([OH:25])=[CH:21][CH:20]=1.C([O-])(=O)C.[K+]. Product: [CH2:1]([O:3][C:4]([C:6]1[C:7]([CH3:14])=[N:8][C:9]([NH:16][CH2:17][CH2:18][C:19]2[CH:24]=[CH:23][C:22]([OH:25])=[CH:21][CH:20]=2)=[N:10][C:11]=1[CH3:12])=[O:5])[CH3:2]. The catalyst class is: 8. (5) Reactant: [CH2:1]([O:8][C:9]1[CH:10]=[C:11]([NH:16][C:17]([NH2:19])=[S:18])[CH:12]=[C:13]([Br:15])[CH:14]=1)[C:2]1[CH:7]=[CH:6][CH:5]=[CH:4][CH:3]=1.BrBr. Product: [CH2:1]([O:8][C:9]1[CH:14]=[C:13]([Br:15])[C:12]2[S:18][C:17]([NH2:19])=[N:16][C:11]=2[CH:10]=1)[C:2]1[CH:3]=[CH:4][CH:5]=[CH:6][CH:7]=1. The catalyst class is: 10. (6) Reactant: CN(C=O)C.[OH:6][CH2:7][CH2:8][N:9]1[CH2:14][CH2:13][O:12][CH2:11][CH2:10]1.[H-].[Na+].F[C:18]1[C:27]([CH3:28])=[C:26]2[C:21]([CH:22]=[N:23][C:24]([NH:29][C:30]3[CH:38]=[C:37]4[C:33]([CH:34]=[N:35][NH:36]4)=[CH:32][CH:31]=3)=[N:25]2)=[CH:20][CH:19]=1. Product: [NH:36]1[C:37]2[C:33](=[CH:32][CH:31]=[C:30]([NH:29][C:24]3[N:23]=[CH:22][C:21]4[C:26](=[C:27]([CH3:28])[C:18]([O:6][CH2:7][CH2:8][N:9]5[CH2:14][CH2:13][O:12][CH2:11][CH2:10]5)=[CH:19][CH:20]=4)[N:25]=3)[CH:38]=2)[CH:34]=[N:35]1. The catalyst class is: 6. (7) Reactant: [C:1]([O:5][C:6](=[O:23])[NH:7][C:8]1[CH2:9][O:10][CH2:11][C@:12]([C:15]2[CH:20]=[C:19]([Br:21])[CH:18]=[C:17]([NH2:22])[CH:16]=2)([CH3:14])[N:13]=1)([CH3:4])([CH3:3])[CH3:2].[Br:24][C:25]1[CH:26]=[N:27][C:28]([C:31](O)=[O:32])=[N:29][CH:30]=1.C1C=CC2N(O)N=NC=2C=1.CCN(C(C)C)C(C)C.C(Cl)CCl. Product: [C:1]([O:5][C:6](=[O:23])[NH:7][C:8]1[CH2:9][O:10][CH2:11][C@:12]([C:15]2[CH:16]=[C:17]([NH:22][C:31]([C:28]3[N:29]=[CH:30][C:25]([Br:24])=[CH:26][N:27]=3)=[O:32])[CH:18]=[C:19]([Br:21])[CH:20]=2)([CH3:14])[N:13]=1)([CH3:2])([CH3:3])[CH3:4]. The catalyst class is: 4. (8) Reactant: [CH3:1][Si](Cl)(C)C.[NH2:6][C:7]1[CH:8]=[C:9]([CH:20]=[CH:21][CH:22]=1)[O:10][C:11]1[CH:16]=[CH:15][N:14]=[C:13]([C:17]([OH:19])=[O:18])[CH:12]=1. Product: [CH3:1][O:18][C:17]([C:13]1[CH:12]=[C:11]([O:10][C:9]2[CH:20]=[CH:21][CH:22]=[C:7]([NH2:6])[CH:8]=2)[CH:16]=[CH:15][N:14]=1)=[O:19]. The catalyst class is: 5. (9) Reactant: [F:1][C:2]1[CH:3]=[C:4]2[C:10]([C:11]#[N:12])=[N:9][N:8]([CH2:13][C:14]3[CH:19]=[CH:18][CH:17]=[CH:16][C:15]=3[F:20])[C:5]2=[N:6][CH:7]=1.C[O-].[Na+].[Cl-:24].[NH4+:25]. Product: [ClH:24].[F:1][C:2]1[CH:3]=[C:4]2[C:10]([C:11](=[NH:25])[NH2:12])=[N:9][N:8]([CH2:13][C:14]3[CH:19]=[CH:18][CH:17]=[CH:16][C:15]=3[F:20])[C:5]2=[N:6][CH:7]=1. The catalyst class is: 357.